The task is: Predict the reaction yield, written as a fraction of the theoretical maximum amount of product (1.0 means a 100% yield; for example, 0.34 means a 34% yield).. This data is from Reaction yield outcomes from USPTO patents with 853,638 reactions. (1) The reactants are Cl.Cl.[Cl:3][C:4]1[CH:9]=[CH:8][CH:7]=[CH:6][C:5]=1[CH:10]([N:14]1[CH2:19][CH2:18][N:17]2[CH2:20][CH2:21][CH2:22][C@H:16]2[CH2:15]1)[C:11]([OH:13])=O.CCN(C(C)C)C(C)C.C1C=CC2N(O)N=NC=2C=1.O.CCN=C=NCCCN(C)C.Cl.[F:55][C:56]([F:70])([F:69])[C:57]1[CH:58]=[C:59]([NH:67][NH2:68])[CH:60]=[C:61]([C:63]([F:66])([F:65])[F:64])[CH:62]=1. The catalyst is C(Cl)Cl. The product is [F:55][C:56]([F:69])([F:70])[C:57]1[CH:58]=[C:59]([NH:67][NH:68][C:11](=[O:13])[CH:10]([C:5]2[CH:6]=[CH:7][CH:8]=[CH:9][C:4]=2[Cl:3])[N:14]2[CH2:19][CH2:18][N:17]3[CH2:20][CH2:21][CH2:22][C@H:16]3[CH2:15]2)[CH:60]=[C:61]([C:63]([F:66])([F:64])[F:65])[CH:62]=1. The yield is 0.620. (2) The reactants are C([O:3][C:4](=[O:14])[C:5]1[C:10]([CH3:11])=[CH:9][CH:8]=[CH:7][C:6]=1[O:12][CH3:13])C.[OH-].[Na+]. The catalyst is CCO. The product is [CH3:13][O:12][C:6]1[CH:7]=[CH:8][CH:9]=[C:10]([CH3:11])[C:5]=1[C:4]([OH:14])=[O:3]. The yield is 0.823. (3) The reactants are Cl.[CH3:2][O:3][C:4]1[CH:9]=[CH:8][CH:7]=[CH:6][C:5]=1[N:10]1[CH2:15][CH2:14][NH:13][CH2:12][CH2:11]1. The catalyst is O. The product is [CH3:2][O:3][C:4]1[CH:9]=[CH:8][CH:7]=[CH:6][C:5]=1[N:10]1[CH2:15][CH2:14][NH:13][CH2:12][CH2:11]1. The yield is 0.960.